This data is from Catalyst prediction with 721,799 reactions and 888 catalyst types from USPTO. The task is: Predict which catalyst facilitates the given reaction. (1) Reactant: Cl.[NH2:2][C:3]1[CH:7]=[C:6]([Cl:8])[N:5]([C:9]2[CH:14]=[CH:13][C:12]([Br:15])=[CH:11][CH:10]=2)[C:4]=1[C:16]([O:18][CH2:19][CH3:20])=[O:17].O.[O-:22][C:23]#[N:24].[Na+]. Product: [NH2:24][C:23]([NH:2][C:3]1[CH:7]=[C:6]([Cl:8])[N:5]([C:9]2[CH:10]=[CH:11][C:12]([Br:15])=[CH:13][CH:14]=2)[C:4]=1[C:16]([O:18][CH2:19][CH3:20])=[O:17])=[O:22]. The catalyst class is: 15. (2) Reactant: C([N:8]1[CH2:12][C@:11]2([O:23][CH3:24])[CH2:13][N:14]([C:16]([O:18][C:19]([CH3:22])([CH3:21])[CH3:20])=[O:17])[CH2:15][C@@H:10]2[CH2:9]1)C1C=CC=CC=1. Product: [CH3:24][O:23][C@@:11]12[CH2:13][N:14]([C:16]([O:18][C:19]([CH3:22])([CH3:21])[CH3:20])=[O:17])[CH2:15][C@@H:10]1[CH2:9][NH:8][CH2:12]2. The catalyst class is: 105. (3) Product: [CH:6]1[NH:7][CH:8]=[C:9]2[C:14]=1[CH:13]1[CH2:15][CH2:16][CH:10]2[CH:11]=[CH:12]1. Reactant: C(OC([C:6]1[NH:7][CH:8]=[C:9]2[C:14]=1[CH:13]1[CH2:15][CH2:16][CH:10]2[CH:11]=[CH:12]1)=O)C.[OH-].[K+]. The catalyst class is: 196. (4) Product: [ClH:36].[ClH:36].[CH3:35][C:9]1[NH:8][C:12]2[CH:13]=[C:14]([C:17]3[CH:18]=[CH:19][C:20]4[O:26][CH2:25][CH2:24][NH:23][CH2:22][C:21]=4[CH:34]=3)[CH:15]=[CH:16][C:11]=2[N:10]=1. The catalyst class is: 12. Reactant: C(OC([N:8]1[C:12]2[CH:13]=[C:14]([C:17]3[CH:18]=[CH:19][C:20]4[O:26][CH2:25][CH2:24][N:23](C(OC(C)(C)C)=O)[CH2:22][C:21]=4[CH:34]=3)[CH:15]=[CH:16][C:11]=2[N:10]=[C:9]1[CH3:35])=O)(C)(C)C.[ClH:36].